Task: Predict which catalyst facilitates the given reaction.. Dataset: Catalyst prediction with 721,799 reactions and 888 catalyst types from USPTO (1) Reactant: C([O:5][C:6](=[O:37])/[CH:7]=[CH:8]/[C:9]1[CH:14]=[C:13]([O:15][C:16]2[CH:21]=[CH:20][C:19]([NH:22][C:23]([NH:25][C:26]3[CH:31]=[CH:30][CH:29]=[C:28]([Cl:32])[C:27]=3[C:33]([F:36])([F:35])[F:34])=[O:24])=[CH:18][CH:17]=2)[CH:12]=[CH:11][N:10]=1)(C)(C)C.FC(F)(F)C(O)=O. Product: [Cl:32][C:28]1[C:27]([C:33]([F:35])([F:34])[F:36])=[C:26]([NH:25][C:23](=[O:24])[NH:22][C:19]2[CH:20]=[CH:21][C:16]([O:15][C:13]3[CH:12]=[CH:11][N:10]=[C:9](/[CH:8]=[CH:7]/[C:6]([OH:37])=[O:5])[CH:14]=3)=[CH:17][CH:18]=2)[CH:31]=[CH:30][CH:29]=1. The catalyst class is: 4. (2) Reactant: [CH2:1]([N:8]1[C:12](=[O:13])[CH:11]=[CH:10][C:9]1=[O:14])[C:2]1[CH:7]=[CH:6][CH:5]=[CH:4][CH:3]=1.C([O-])([O-])=O.[K+].[K+].Br[CH2:22][N+:23]([O-:25])=[O:24]. Product: [CH2:1]([N:8]1[C:12](=[O:13])[CH:11]2[CH:10]([CH:22]2[N+:23]([O-:25])=[O:24])[C:9]1=[O:14])[C:2]1[CH:3]=[CH:4][CH:5]=[CH:6][CH:7]=1. The catalyst class is: 23. (3) Reactant: [F:1][C:2]1[CH:17]=[CH:16][C:5]([O:6][CH2:7][CH:8]2[CH2:14][O:13][CH2:12][CH:11]([CH3:15])[NH:10][CH2:9]2)=[CH:4][C:3]=1[CH3:18].[CH3:19][C:20]1[CH:21]=[CH:22][C:23]([N:29]2[N:33]=[CH:32][CH:31]=[N:30]2)=[C:24]([CH:28]=1)[C:25](O)=[O:26].Cl.CN(C)CCCN=C=NCC.ON1C2C=CC=CC=2N=N1.C(N(CC)CC)C. Product: [F:1][C:2]1[CH:17]=[CH:16][C:5]([O:6][CH2:7][CH:8]2[CH2:14][O:13][CH2:12][CH:11]([CH3:15])[N:10]([C:25](=[O:26])[C:24]3[CH:28]=[C:20]([CH3:19])[CH:21]=[CH:22][C:23]=3[N:29]3[N:33]=[CH:32][CH:31]=[N:30]3)[CH2:9]2)=[CH:4][C:3]=1[CH3:18]. The catalyst class is: 3. (4) Reactant: [N:1]([CH:4]([C:6]1[N:7]=[C:8]2[S:16][CH:15]=[C:14]([CH3:17])[N:9]2[C:10](=[O:13])[C:11]=1Br)[CH3:5])=[N+:2]=[N-:3].[F:18][C:19]1[CH:20]=[C:21](B(O)O)[CH:22]=[C:23]([F:25])[CH:24]=1.C(=O)([O-])[O-].[Na+].[Na+].O. Product: [N:1]([CH:4]([C:6]1[N:7]=[C:8]2[S:16][CH:15]=[C:14]([CH3:17])[N:9]2[C:10](=[O:13])[C:11]=1[C:21]1[CH:20]=[C:19]([F:18])[CH:24]=[C:23]([F:25])[CH:22]=1)[CH3:5])=[N+:2]=[N-:3]. The catalyst class is: 660. (5) Reactant: [F:1][C:2]1[CH:7]=[CH:6][C:5]([CH:8]([O:10][C:11]([C:13]2[C:21]3[C:16](=[CH:17][CH:18]=[C:19]([CH2:22][CH2:23]OS(C)(=O)=O)[CH:20]=3)[NH:15][C:14]=2[CH3:29])=[O:12])[CH3:9])=[CH:4][CH:3]=1.[NH:30]1[CH2:34][CH2:33][CH2:32][CH2:31]1. Product: [F:1][C:2]1[CH:7]=[CH:6][C:5]([CH:8]([O:10][C:11]([C:13]2[C:21]3[C:16](=[CH:17][CH:18]=[C:19]([CH2:22][CH2:23][N:30]4[CH2:34][CH2:33][CH2:32][CH2:31]4)[CH:20]=3)[NH:15][C:14]=2[CH3:29])=[O:12])[CH3:9])=[CH:4][CH:3]=1. The catalyst class is: 12. (6) Reactant: [CH3:1][NH:2][C:3]1[C:7]2[CH:8]=[N:9][C:10]([NH:12][C:13]([NH:15][CH:16]([C:22]3[CH:27]=[CH:26][CH:25]=[CH:24][CH:23]=3)[CH:17]3[CH2:21][CH2:20][CH2:19][O:18]3)=[O:14])=[CH:11][C:6]=2[N:5](C(C2C=CC=CC=2)(C2C=CC=CC=2)C2C=CC=CC=2)[N:4]=1.C([SiH](CC)CC)C. Product: [CH3:1][NH:2][C:3]1[C:7]2[CH:8]=[N:9][C:10]([NH:12][C:13]([NH:15][CH:16]([C:22]3[CH:27]=[CH:26][CH:25]=[CH:24][CH:23]=3)[CH:17]3[CH2:21][CH2:20][CH2:19][O:18]3)=[O:14])=[CH:11][C:6]=2[NH:5][N:4]=1. The catalyst class is: 67. (7) Reactant: CC(OC([N:8]1[CH2:13][CH2:12][CH:11]([C:14]([OH:16])=O)[CH2:10][CH2:9]1)=O)(C)C.[F:17][C:18]([F:28])([F:27])[C:19]1[CH:24]=[CH:23][CH:22]=[CH:21][C:20]=1[CH2:25][NH2:26].C(N(C(C)C)CC)(C)C.CCN=C=NCCCN(C)C. Product: [F:17][C:18]([F:27])([F:28])[C:19]1[CH:24]=[CH:23][CH:22]=[CH:21][C:20]=1[CH2:25][NH:26][C:14]([CH:11]1[CH2:10][CH2:9][NH:8][CH2:13][CH2:12]1)=[O:16]. The catalyst class is: 79.